This data is from Catalyst prediction with 721,799 reactions and 888 catalyst types from USPTO. The task is: Predict which catalyst facilitates the given reaction. (1) Reactant: [Cl:1][C:2]1[CH:3]=[CH:4][C:5]([CH3:9])=[C:6]([NH2:8])[CH:7]=1.C(N(CC)CC)C.[C:17](OC(=O)C)(=[O:19])[CH3:18]. Product: [Cl:1][C:2]1[CH:3]=[CH:4][C:5]([CH3:9])=[C:6]([NH:8][C:17](=[O:19])[CH3:18])[CH:7]=1. The catalyst class is: 299. (2) Reactant: Cl.C(OC([N:9]1[CH2:14][CH2:13][CH:12]([CH2:15][CH2:16][CH2:17][O:18][C:19]2[CH:24]=[CH:23][C:22]([C:25]([O:27][CH3:28])=[O:26])=[C:21]([CH3:29])[CH:20]=2)[CH2:11][CH2:10]1)=O)(C)(C)C. Product: [CH3:28][O:27][C:25](=[O:26])[C:22]1[CH:23]=[CH:24][C:19]([O:18][CH2:17][CH2:16][CH2:15][CH:12]2[CH2:11][CH2:10][NH:9][CH2:14][CH2:13]2)=[CH:20][C:21]=1[CH3:29]. The catalyst class is: 440.